From a dataset of Full USPTO retrosynthesis dataset with 1.9M reactions from patents (1976-2016). Predict the reactants needed to synthesize the given product. (1) Given the product [Cl:22][C:17]1[CH:16]=[C:15]([NH:14][C:5]2[C:4]3[C:9](=[CH:10][CH:11]=[C:2]([NH:1][CH2:23][C:25]4[CH:26]=[CH:27][C:28]([S:31]([NH2:34])(=[O:33])=[O:32])=[CH:29][CH:30]=4)[CH:3]=3)[N:8]=[CH:7][C:6]=2[C:12]#[N:13])[CH:20]=[CH:19][C:18]=1[F:21], predict the reactants needed to synthesize it. The reactants are: [NH2:1][C:2]1[CH:3]=[C:4]2[C:9](=[CH:10][CH:11]=1)[N:8]=[CH:7][C:6]([C:12]#[N:13])=[C:5]2[NH:14][C:15]1[CH:20]=[CH:19][C:18]([F:21])=[C:17]([Cl:22])[CH:16]=1.[CH:23]([C:25]1[CH:30]=[CH:29][C:28]([S:31]([NH2:34])(=[O:33])=[O:32])=[CH:27][CH:26]=1)=O.[BH3-]C#N.[Na+]. (2) The reactants are: [NH:1]([C:3]1[N:8]([CH2:9][C:10]2[CH:15]=[CH:14][C:13]([O:16][CH3:17])=[CH:12][CH:11]=2)[C:7](=[O:18])[N:6]([CH3:19])[C:5](=[O:20])[CH:4]=1)[NH2:2].O=P(Cl)(Cl)Cl.[CH3:26]N(C=O)C. Given the product [CH3:17][O:16][C:13]1[CH:14]=[CH:15][C:10]([CH2:9][N:8]2[C:3]3[NH:1][N:2]=[CH:26][C:4]=3[C:5](=[O:20])[N:6]([CH3:19])[C:7]2=[O:18])=[CH:11][CH:12]=1, predict the reactants needed to synthesize it. (3) Given the product [Cl:1][C:2]1[CH:7]=[CH:6][CH:5]=[C:4]([F:8])[C:3]=1[C:9]1[NH:13][C:12](=[O:14])[N:11]([C:15]2[CH:24]=[CH:23][C:18]([C:19]3[N:28]([CH3:27])[C:29]4[CH:34]=[C:33]([CH3:35])[C:32]([CH3:36])=[CH:31][C:30]=4[N:37]=3)=[C:17]([O:25][CH3:26])[CH:16]=2)[N:10]=1, predict the reactants needed to synthesize it. The reactants are: [Cl:1][C:2]1[CH:7]=[CH:6][CH:5]=[C:4]([F:8])[C:3]=1[C:9]1[NH:13][C:12](=[O:14])[N:11]([C:15]2[CH:24]=[CH:23][C:18]([C:19](OC)=O)=[C:17]([O:25][CH3:26])[CH:16]=2)[N:10]=1.[CH3:27][NH:28][C:29]1[C:30]([NH2:37])=[CH:31][C:32]([CH3:36])=[C:33]([CH3:35])[CH:34]=1.C[Al](C)C. (4) Given the product [Br:8][C:4]1[CH:3]=[C:2]([CH:7]=[CH:6][CH:5]=1)[CH:20]([OH:21])[C:19]1[CH:22]=[CH:23][C:16]([O:15][CH3:14])=[CH:17][CH:18]=1, predict the reactants needed to synthesize it. The reactants are: Br[C:2]1[CH:7]=[CH:6][CH:5]=[C:4]([Br:8])[CH:3]=1.[Li]CCCC.[CH3:14][O:15][C:16]1[CH:23]=[CH:22][C:19]([CH:20]=[O:21])=[CH:18][CH:17]=1. (5) Given the product [Br:25][CH2:1][C:2]1[C:3]([C:12]2[CH:13]=[CH:14][N:15]=[CH:16][CH:17]=2)=[N:4][O:5][C:6]=1[C:7]([O:9][CH2:10][CH3:11])=[O:8], predict the reactants needed to synthesize it. The reactants are: [CH3:1][C:2]1[C:3]([C:12]2[CH:17]=[CH:16][N:15]=[CH:14][CH:13]=2)=[N:4][O:5][C:6]=1[C:7]([O:9][CH2:10][CH3:11])=[O:8].C1C(=O)N([Br:25])C(=O)C1.C(OOC(=O)C1C=CC=CC=1)(=O)C1C=CC=CC=1. (6) Given the product [Br:38][C:35]1[CH:36]=[CH:37][C:32]([NH:31][C:21]2[C:20]([NH:19][S:18]([N:14]3[CH2:15][CH2:16][CH2:17][CH:13]3[C:11]([OH:12])=[O:10])(=[O:41])=[O:40])=[C:28]3[N:24]([CH2:25][CH2:26][CH2:27]3)[C:23](=[O:29])[C:22]=2[F:30])=[C:33]([F:39])[CH:34]=1, predict the reactants needed to synthesize it. The reactants are: [Li+].[OH-].C([O:10][C:11]([CH:13]1[CH2:17][CH2:16][CH2:15][N:14]1[S:18](=[O:41])(=[O:40])[NH:19][C:20]1[C:21]([NH:31][C:32]2[CH:37]=[CH:36][C:35]([Br:38])=[CH:34][C:33]=2[F:39])=[C:22]([F:30])[C:23](=[O:29])[N:24]2[C:28]=1[CH2:27][CH2:26][CH2:25]2)=[O:12])C1C=CC=CC=1. (7) Given the product [Cl:8][C:7]1[C:2]2[N:1]=[C:10]([C:11]3[CH:16]=[CH:15][CH:14]=[CH:13][CH:12]=3)[O:17][C:3]=2[N:4]=[CH:5][N:6]=1, predict the reactants needed to synthesize it. The reactants are: [NH2:1][C:2]1[C:3](Cl)=[N:4][CH:5]=[N:6][C:7]=1[Cl:8].[C:10](Cl)(=[O:17])[C:11]1[CH:16]=[CH:15][CH:14]=[CH:13][CH:12]=1.